Dataset: Full USPTO retrosynthesis dataset with 1.9M reactions from patents (1976-2016). Task: Predict the reactants needed to synthesize the given product. (1) Given the product [CH2:18]([S:15]([N:14]1[CH:9]([C:6]2[CH:7]=[CH:8][C:3]([C:1]#[N:2])=[CH:4][CH:5]=2)[C:10]2[C:38](=[O:39])[CH2:37][CH2:36][C:11]=2[N:12]([C:26]2[CH:31]=[CH:30][CH:29]=[C:28]([C:32]([F:35])([F:33])[F:34])[CH:27]=2)[C:13]1=[O:25])(=[O:16])=[O:17])[CH3:19], predict the reactants needed to synthesize it. The reactants are: [C:1]([C:3]1[CH:8]=[CH:7][C:6]([CH:9]2[N:14]([S:15]([CH2:18][CH2:19]CC(OC)=O)(=[O:17])=[O:16])[C:13](=[O:25])[N:12]([C:26]3[CH:31]=[CH:30][CH:29]=[C:28]([C:32]([F:35])([F:34])[F:33])[CH:27]=3)[C:11]3[CH2:36][CH2:37][C:38](=[O:39])[C:10]2=3)=[CH:5][CH:4]=1)#[N:2].C(S(Cl)(=O)=O)C. (2) Given the product [F:1][C:2]1[CH:7]=[CH:6][C:5]([CH:8]([C:10]2[N:19]=[C:18]([NH:20][C:21]3[CH:25]=[C:24]([CH3:26])[NH:23][N:22]=3)[C:17]3[C:12](=[CH:13][CH:14]=[CH:15][CH:16]=3)[N:11]=2)[OH:9])=[CH:4][CH:3]=1, predict the reactants needed to synthesize it. The reactants are: [F:1][C:2]1[CH:7]=[CH:6][C:5]([C:8]([C:10]2[N:19]=[C:18]([NH:20][C:21]3[CH:25]=[C:24]([CH3:26])[NH:23][N:22]=3)[C:17]3[C:12](=[CH:13][CH:14]=[CH:15][CH:16]=3)[N:11]=2)=[O:9])=[CH:4][CH:3]=1.C(O)(C)C.O. (3) Given the product [Br:12][CH2:11][C@H:8]1[CH2:7][C:6]2[CH:5]=[C:4]([F:13])[CH:3]=[C:2]([C:16]3[CH:17]=[CH:18][CH:19]=[CH:20][C:15]=3[CH3:14])[C:10]=2[O:9]1, predict the reactants needed to synthesize it. The reactants are: Br[C:2]1[C:10]2[O:9][C@@H:8]([CH2:11][Br:12])[CH2:7][C:6]=2[CH:5]=[C:4]([F:13])[CH:3]=1.[CH3:14][C:15]1[CH:20]=[CH:19][C:18](S(OCC2[CH2:14][C:15]3[C:20](C4C=CC=CC=4)=[CH:19][CH:18]=[CH:17][C:16]=3O2)(=O)=O)=[CH:17][CH:16]=1. (4) Given the product [Cl:1][C:2]1[CH:3]=[C:4]2[C:9](=[CH:10][C:11]=1[O:12][C:13]1[CH:18]=[CH:17][C:16]([C:19](=[O:33])[NH:20][CH2:21][CH2:22][C:23]3[C:28]([O:29][CH3:30])=[CH:27][C:26]([Cl:31])=[CH:25][C:24]=3[Cl:32])=[CH:15][CH:14]=1)[O:8][CH2:7][CH2:6][CH:5]2[C:34]([OH:36])=[O:35], predict the reactants needed to synthesize it. The reactants are: [Cl:1][C:2]1[CH:3]=[C:4]2[C:9](=[CH:10][C:11]=1[O:12][C:13]1[CH:18]=[CH:17][C:16]([C:19](=[O:33])[NH:20][CH2:21][CH2:22][C:23]3[C:28]([O:29][CH3:30])=[CH:27][C:26]([Cl:31])=[CH:25][C:24]=3[Cl:32])=[CH:15][CH:14]=1)[O:8][CH2:7][CH2:6][CH:5]2[C:34]([O-:36])=[O:35].[OH-].[Na+].Cl.[Na].C[O-].[Na+]. (5) Given the product [OH:61][C:57]1[CH:28]=[CH:27][C:60]([C:5]2[N:4]=[C:3]3[N:9]([CH2:10][CH:11]4[CH2:16][CH2:15][CH2:14][NH:13][CH2:12]4)[C:41](=[O:42])[NH:1][C:2]3=[N:7][CH:6]=2)=[CH:59][CH:58]=1, predict the reactants needed to synthesize it. The reactants are: [NH2:1][C:2]1[C:3]([NH:9][CH2:10][CH:11]2[CH2:16][CH2:15][CH2:14][N:13](C(OC(C)(C)C)=O)[CH2:12]2)=[N:4][C:5](Br)=[CH:6][N:7]=1.BrC1N=[C:27](N)[C:28](N)=NC=1.NCC1CCCN([C:41](OC(C)(C)C)=[O:42])C1.C(N(C(C)C)CC)(C)C.[CH2:57]([OH:61])[CH2:58][CH2:59][CH3:60]. (6) Given the product [Br:1][C:2]1[CH:3]=[CH:4][C:5]([O:10][CH2:12][O:13][CH3:14])=[C:6]([CH:9]=1)[CH:7]=[O:8], predict the reactants needed to synthesize it. The reactants are: [Br:1][C:2]1[CH:3]=[CH:4][C:5]([OH:10])=[C:6]([CH:9]=1)[CH:7]=[O:8].Cl[CH2:12][O:13][CH3:14]. (7) Given the product [I:1][C:2]1[CH:9]=[CH:8][C:5]([CH:6]=[O:7])=[CH:4][CH:3]=1, predict the reactants needed to synthesize it. The reactants are: [I:1][C:2]1[CH:9]=[CH:8][C:5]([CH2:6][OH:7])=[CH:4][CH:3]=1.C[N+]1([O-])CCOCC1.C(OCC)(=O)C. (8) Given the product [NH2:10][CH2:9][CH2:8][C:5]1[CH:6]=[CH:7][C:2]([NH:1][CH2:21][C@H:22]([C:23]2[CH:28]=[CH:27][CH:26]=[CH:25][CH:24]=2)[OH:29])=[CH:3][CH:4]=1, predict the reactants needed to synthesize it. The reactants are: [NH2:1][C:2]1[CH:7]=[CH:6][C:5]([CH2:8][CH2:9][NH2:10])=[CH:4][CH:3]=1.C[Si]([N-][Si](C)(C)C)(C)C.[Na+].[CH2:21]1[O:29][C@H:22]1[C:23]1[CH:28]=[CH:27][CH:26]=[CH:25][CH:24]=1.Cl.C(OC(C)C)(=O)C.[OH-].[Na+]. (9) Given the product [CH3:20][N:18]1[C:17](=[O:21])[CH:16]=[CH:15][C:14]([C:9]2[CH:10]=[C:24]([C:22]#[N:23])[C:25](=[O:26])[NH:27][C:1]=2[C:2]2[CH:3]=[CH:4][CH:5]=[CH:6][CH:7]=2)=[N:19]1, predict the reactants needed to synthesize it. The reactants are: [C:1](/[C:9](/[C:14]1[CH:15]=[CH:16][C:17](=[O:21])[N:18]([CH3:20])[N:19]=1)=[CH:10]/N(C)C)(=O)[C:2]1[CH:7]=[CH:6][CH:5]=[CH:4][CH:3]=1.[C:22]([CH2:24][C:25]([NH2:27])=[O:26])#[N:23].C[O-].[Na+].Cl.